Dataset: Experimentally validated miRNA-target interactions with 360,000+ pairs, plus equal number of negative samples. Task: Binary Classification. Given a miRNA mature sequence and a target amino acid sequence, predict their likelihood of interaction. The miRNA is mmu-miR-3473d with sequence CCACUGAGCCACUUUCCAGCCCUU. The protein sequence of the target gene is MGPRGRQRRAGTVQSTNDSSSLSKRSLAAHGYVRDPFAALLVPGPVRRTPLIHRGYYVRARAVRHCVRAFLELTSALPSRTRAQILSLGSGSDSLYFRLKAAGLLARAAVWEVDFPDVSRLKAERIEETPELRAQTGPFKIGDSASSLCFESADYRILGADLRELQRLGEALDGAGLDATSPTLLLAEAVLTYLEPSSATALIAWAAQRFPDALFVIYEQMQPGDAFGQIMLQHFQRLHSPLHGLELFPVVKAQRQRFLQAGWTACSALDLNEFYRRLLSAEERQRVETLEPFDEYEEWH.... Result: 1 (interaction).